The task is: Predict the reaction yield, written as a fraction of the theoretical maximum amount of product (1.0 means a 100% yield; for example, 0.34 means a 34% yield).. This data is from Reaction yield outcomes from USPTO patents with 853,638 reactions. The reactants are Br[C:2]1[CH:3]=[C:4]([N+:10]([O-:12])=[O:11])[C:5]([C:8]#[N:9])=[N:6][CH:7]=1.[O:13]1[CH2:18][CH2:17][CH2:16][CH2:15][CH:14]1[N:19]1[C:23](B2OC(C)(C)C(C)(C)O2)=[CH:22][CH:21]=[N:20]1.C(=O)([O-])[O-].[Na+].[Na+]. The catalyst is COCCOC.Cl[Pd](Cl)([P](C1C=CC=CC=1)(C1C=CC=CC=1)C1C=CC=CC=1)[P](C1C=CC=CC=1)(C1C=CC=CC=1)C1C=CC=CC=1. The product is [N+:10]([C:4]1[C:5]([C:8]#[N:9])=[N:6][CH:7]=[C:2]([C:23]2[N:19]([CH:14]3[CH2:15][CH2:16][CH2:17][CH2:18][O:13]3)[N:20]=[CH:21][CH:22]=2)[CH:3]=1)([O-:12])=[O:11]. The yield is 1.05.